This data is from Choline transporter screen with 302,306 compounds. The task is: Binary Classification. Given a drug SMILES string, predict its activity (active/inactive) in a high-throughput screening assay against a specified biological target. (1) The drug is S(=O)(=O)(N1CCN(CC1)c1ccc(F)cc1)c1cc(OC)c(OC)cc1. The result is 0 (inactive). (2) The drug is Brc1c(NC(=O)CCCC(=O)N\N=C\c2c(Cl)cccc2F)cccc1. The result is 0 (inactive). (3) The drug is s1c2n(c(c1)C)c(=O)c(cn2)C(=O)Nc1ccc(cc1)C(OC)=O. The result is 0 (inactive). (4) The compound is Clc1c(n2c(S(=O)(=O)/N=C\N(C)C)ccc2)ncc(c1)C(F)(F)F. The result is 0 (inactive). (5) The drug is O(c1c(OC)cc(cc1)/C=N\Nc1ncc([N+]([O-])=O)cc1)CC(O)=O. The result is 0 (inactive).